Predict the reactants needed to synthesize the given product. From a dataset of Retrosynthesis with 50K atom-mapped reactions and 10 reaction types from USPTO. (1) Given the product CC(Oc1ccc(O)cc1)C(=O)N(C)c1ccccc1F, predict the reactants needed to synthesize it. The reactants are: CC(Br)C(=O)N(C)c1ccccc1F.Oc1ccc(O)cc1. (2) Given the product CCc1ccc(C2CC(NC(=O)c3ccc(Cl)s3)CN(C(=O)C3CCCC3)C2)cc1, predict the reactants needed to synthesize it. The reactants are: CCc1ccc(C2CC(N)CN(C(=O)C3CCCC3)C2)cc1.O=C(O)c1ccc(Cl)s1. (3) Given the product COCC(=O)Nc1cc2c(cc1F)C(=Cc1[nH]c3c(c1C)C(=O)N(CCN1CCOCC1)CC3)C(=O)N2, predict the reactants needed to synthesize it. The reactants are: COCC(=O)Nc1cc2c(cc1F)CC(=O)N2.Cc1c(C=O)[nH]c2c1C(=O)N(CCN1CCOCC1)CC2. (4) Given the product CNc1cc2oc(N3CCN(C)CC3)nc2cc1Cl, predict the reactants needed to synthesize it. The reactants are: C=O.CN1CCN(c2nc3cc(Cl)c(N)cc3o2)CC1. (5) Given the product Cc1nc2c(cc1CO)C[C@@H]1CN(C(=O)OC(C)(C)C)C[C@@H](C)N21, predict the reactants needed to synthesize it. The reactants are: Cc1nc2c(cc1C=O)C[C@@H]1CN(C(=O)OC(C)(C)C)C[C@@H](C)N21. (6) Given the product NC[C@H]1CN(c2cc(F)c(C3=CCN(Cc4ccccc4)CC3)c(F)c2)C(=O)O1, predict the reactants needed to synthesize it. The reactants are: [N-]=[N+]=NC[C@H]1CN(c2cc(F)c(C3=CCN(Cc4ccccc4)CC3)c(F)c2)C(=O)O1. (7) Given the product Cc1ccc(-c2cc(C(N)=O)nc(-c3cccc(C#C[C@]4(O)CCN(C)C4=O)c3)c2)cn1, predict the reactants needed to synthesize it. The reactants are: CCOC(=O)c1cc(-c2ccc(C)nc2)cc(-c2cccc(C#C[C@]3(O)CCN(C)C3=O)c2)n1.N. (8) Given the product COc1cnc(-c2n[nH]c3ccccc23)nc1Nc1ccncc1, predict the reactants needed to synthesize it. The reactants are: COc1ccc(Cn2nc(-c3ncc(OC)c(Nc4ccncc4)n3)c3ccccc32)cc1. (9) Given the product Cc1nc(CCc2nc3ccc(F)cc3c(=O)n2-c2cccnc2C)cs1, predict the reactants needed to synthesize it. The reactants are: Cc1nc(C=Cc2nc3ccc(F)cc3c(=O)n2-c2cccnc2C)cs1. (10) Given the product C=C[C@H](O)C#CC#C[C@@H](CCCCCCCCC)NC(C)=O, predict the reactants needed to synthesize it. The reactants are: C#C[C@@H](CCCCCCCCC)NC(C)=O.C=C[C@H](O)C#CBr.